Dataset: TCR-epitope binding with 47,182 pairs between 192 epitopes and 23,139 TCRs. Task: Binary Classification. Given a T-cell receptor sequence (or CDR3 region) and an epitope sequence, predict whether binding occurs between them. (1) The TCR CDR3 sequence is CSVSNPLLGEQYF. Result: 1 (the TCR binds to the epitope). The epitope is TLIGDCATV. (2) The epitope is RAKFKQLL. The TCR CDR3 sequence is CASTSQPHEQYF. Result: 1 (the TCR binds to the epitope). (3) The epitope is NLSALGIFST. The TCR CDR3 sequence is CASSSGGMDTEAFF. Result: 1 (the TCR binds to the epitope). (4) The epitope is VLWAHGFEL. The TCR CDR3 sequence is CATSDTLGEQYF. Result: 1 (the TCR binds to the epitope). (5) The epitope is GILGFVFTL. The TCR CDR3 sequence is CASSPFETAYEQYF. Result: 1 (the TCR binds to the epitope). (6) The epitope is DPFRLLQNSQVFS. The TCR CDR3 sequence is CASSLVNTGELFF. Result: 1 (the TCR binds to the epitope). (7) The epitope is YLQPRTFLL. The TCR CDR3 sequence is CSVDADHNTGELFF. Result: 1 (the TCR binds to the epitope). (8) The epitope is KAYNVTQAF. Result: 1 (the TCR binds to the epitope). The TCR CDR3 sequence is CASSYSGLGTDTQYF.